This data is from Forward reaction prediction with 1.9M reactions from USPTO patents (1976-2016). The task is: Predict the product of the given reaction. (1) The product is: [Si:9]([O:8][CH2:7][C:5]1[N:6]=[C:2]([C:28]2([OH:31])[CH2:29][CH2:30][C:25]3([O:24][CH2:23][CH2:22][O:21]3)[CH2:26][CH2:27]2)[S:3][CH:4]=1)([C:12]([CH3:15])([CH3:14])[CH3:13])([CH3:11])[CH3:10]. Given the reactants Br[C:2]1[S:3][CH:4]=[C:5]([CH2:7][O:8][Si:9]([C:12]([CH3:15])([CH3:14])[CH3:13])([CH3:11])[CH3:10])[N:6]=1.C([Li])CCC.[O:21]1[C:25]2([CH2:30][CH2:29][C:28](=[O:31])[CH2:27][CH2:26]2)[O:24][CH2:23][CH2:22]1, predict the reaction product. (2) Given the reactants [CH3:1][C:2]1[N:7]=[CH:6][C:5]([OH:8])=[CH:4][CH:3]=1.[C:9]([O:13][C:14](=[O:18])[CH2:15][CH2:16]Br)([CH3:12])([CH3:11])[CH3:10].[H-].[Na+], predict the reaction product. The product is: [C:9]([O:13][C:14](=[O:18])[CH2:15][CH2:16][O:8][C:5]1[CH:6]=[N:7][C:2]([CH3:1])=[CH:3][CH:4]=1)([CH3:12])([CH3:11])[CH3:10]. (3) Given the reactants [Br:1][C:2]1[N:3]=[C:4]([NH:9][CH2:10][C:11]2[C:16]([F:17])=[CH:15][CH:14]=[C:13]([F:18])[C:12]=2[Cl:19])[C:5]([NH2:8])=[N:6][CH:7]=1.C(N(C(C)C)CC)C.[C:28]([O:32][CH2:33][CH3:34])(=[O:31])[CH:29]=[O:30].O, predict the reaction product. The product is: [Br:1][C:2]1[N:3]=[C:4]([NH:9][CH2:10][C:11]2[C:16]([F:17])=[CH:15][CH:14]=[C:13]([F:18])[C:12]=2[Cl:19])[C:5]([NH:8][C:29](=[O:30])[C:28]([O:32][CH2:33][CH3:34])=[O:31])=[N:6][CH:7]=1. (4) The product is: [S:12]1[C:13]2[CH:19]=[CH:18][CH:17]=[CH:16][C:14]=2[N:15]=[C:11]1[N:6]1[CH2:7][C:3]([CH3:9])([CH3:2])[C@H:4]([OH:8])[CH2:5]1. Given the reactants Cl.[CH3:2][C:3]1([CH3:9])[CH2:7][NH:6][CH2:5][C@H:4]1[OH:8].Cl[C:11]1[S:12][C:13]2[CH:19]=[CH:18][CH:17]=[CH:16][C:14]=2[N:15]=1.C(=O)(O)[O-].[Na+], predict the reaction product. (5) Given the reactants [CH3:1][C:2]1[CH:3]=[C:4]2[C:8](=[CH:9][CH:10]=1)[NH:7][C:6](=[O:11])[C:5]12[S:15][CH2:14][CH2:13][S:12]1.[H-].[Na+].Br[CH2:19][C:20]([NH2:22])=[O:21].O, predict the reaction product. The product is: [CH3:1][C:2]1[CH:3]=[C:4]2[C:8](=[CH:9][CH:10]=1)[N:7]([CH2:19][C:20]([NH2:22])=[O:21])[C:6](=[O:11])[C:5]12[S:12][CH2:13][CH2:14][S:15]1. (6) Given the reactants [OH:1][C:2]1[CH:7]=[CH:6][C:5]([S:8][CH2:9][CH2:10][CH2:11][C:12]([OH:14])=O)=[CH:4][CH:3]=1.[Cl:15][C:16]1[CH:24]=[CH:23][CH:22]=[C:21]([F:25])[C:17]=1[CH2:18][NH:19][CH3:20], predict the reaction product. The product is: [Cl:15][C:16]1[CH:24]=[CH:23][CH:22]=[C:21]([F:25])[C:17]=1[CH2:18][N:19]([CH3:20])[C:12](=[O:14])[CH2:11][CH2:10][CH2:9][S:8][C:5]1[CH:4]=[CH:3][C:2]([OH:1])=[CH:7][CH:6]=1. (7) Given the reactants Cl[C:2]1[N:7]=[N:6][C:5]([NH2:8])=[CH:4][CH:3]=1.[CH3:9][N:10]1[CH2:15][C@@H:14]2[CH2:16][C@H:11]1[CH2:12][NH:13]2, predict the reaction product. The product is: [CH3:9][N:10]1[CH2:15][C@@H:14]2[CH2:16][C@H:11]1[CH2:12][N:13]2[C:2]1[N:7]=[N:6][C:5]([NH2:8])=[CH:4][CH:3]=1.